From a dataset of Reaction yield outcomes from USPTO patents with 853,638 reactions. Predict the reaction yield, written as a fraction of the theoretical maximum amount of product (1.0 means a 100% yield; for example, 0.34 means a 34% yield). (1) The reactants are Cl[C:2]1[CH:7]=[C:6]([Cl:8])[N:5]=[CH:4][N:3]=1.[Cl:9][C:10]1[N:11]=[CH:12][NH:13][CH:14]=1.C(=O)([O-])[O-].[Cs+].[Cs+].O. The catalyst is CN(C=O)C. The product is [Cl:8][C:6]1[CH:7]=[C:2]([N:13]2[CH:14]=[C:10]([Cl:9])[N:11]=[CH:12]2)[N:3]=[CH:4][N:5]=1. The yield is 0.546. (2) The reactants are [F:1][C:2]1[CH:10]=[C:9]([C:11]([F:14])([F:13])[F:12])[CH:8]=[CH:7][C:3]=1[C:4](Cl)=[O:5].[NH2:15][C:16]1[CH:25]=[CH:24][C:19]([C:20]([O:22][CH3:23])=[O:21])=[CH:18][CH:17]=1.N1C=CC=CC=1.O. The catalyst is ClCCl. The product is [F:1][C:2]1[CH:10]=[C:9]([C:11]([F:14])([F:13])[F:12])[CH:8]=[CH:7][C:3]=1[C:4]([NH:15][C:16]1[CH:17]=[CH:18][C:19]([C:20]([O:22][CH3:23])=[O:21])=[CH:24][CH:25]=1)=[O:5]. The yield is 0.840. (3) The product is [S:1]1[CH:5]=[CH:4][C:3]([N:6]2[C:14]3[C:9](=[CH:10][CH:11]=[CH:12][CH:13]=3)[C:8](=[N:22][C:21]3[CH:23]=[CH:24][CH:25]=[C:19]([C:18]([F:17])([F:26])[F:27])[CH:20]=3)[C:7]2=[O:16])=[CH:2]1. The yield is 0.220. No catalyst specified. The reactants are [S:1]1[CH:5]=[CH:4][C:3]([N:6]2[C:14]3[C:9](=[CH:10][CH:11]=[CH:12][CH:13]=3)[C:8](=O)[C:7]2=[O:16])=[CH:2]1.[F:17][C:18]([F:27])([F:26])[C:19]1[CH:20]=[C:21]([CH:23]=[CH:24][CH:25]=1)[NH2:22].